This data is from Full USPTO retrosynthesis dataset with 1.9M reactions from patents (1976-2016). The task is: Predict the reactants needed to synthesize the given product. (1) The reactants are: [Cl:1][C:2]1[CH:7]=[CH:6][C:5]([Cl:8])=[CH:4][C:3]=1[S:9][CH:10]([C:20]1[CH:25]=[CH:24][CH:23]=[CH:22][CH:21]=1)[CH2:11][NH:12]C(=O)OC(C)(C)C. Given the product [ClH:1].[Cl:1][C:2]1[CH:7]=[CH:6][C:5]([Cl:8])=[CH:4][C:3]=1[S:9][CH:10]([C:20]1[CH:21]=[CH:22][CH:23]=[CH:24][CH:25]=1)[CH2:11][NH2:12], predict the reactants needed to synthesize it. (2) Given the product [OH:39][C:45]1([C:11]2[CH:19]=[C:18]3[C:14]([CH:15]=[CH:16][N:17]3[CH2:20][CH2:21][N:22]([CH3:23])[CH3:27])=[CH:13][CH:12]=2)[CH2:44][CH2:49][O:50][CH2:47][CH2:46]1, predict the reactants needed to synthesize it. The reactants are: N1C2C(=CC=CC=2)C=C1.Br[C:11]1[CH:19]=[C:18]2[C:14]([CH:15]=[CH:16][N:17]2[CH:20]2CCC[CH2:23][N:22]([CH3:27])[CH2:21]2)=[CH:13][CH:12]=1.BrC1C=C2C(C=CN2S(C)(=O)=[O:39])=CC=1.CN1C[CH2:47][CH2:46][CH2:45][CH:44]1[CH2:49][OH:50].[H-].[Na+].C(=O)([O-])[O-].[K+].[K+]. (3) Given the product [CH:4]([C:5]1[CH:6]=[CH:7][C:8]([CH:11]2[NH:23][C:21]3[C:22]4[C:13](=[N:14][NH:15][C:16](=[O:24])[C:17]=4[CH:18]=[CH:19][CH:20]=3)[CH:12]2[C:25]2[CH:26]=[CH:27][C:28]([C:29]([N:31]([CH3:33])[CH3:32])=[O:30])=[CH:34][CH:35]=2)=[CH:9][CH:10]=1)=[O:3], predict the reactants needed to synthesize it. The reactants are: C([O:3][CH:4](OCC)[C:5]1[CH:10]=[CH:9][C:8]([CH:11]2[NH:23][C:21]3[C:22]4[C:13](=[N:14][NH:15][C:16](=[O:24])[C:17]=4[CH:18]=[CH:19][CH:20]=3)[CH:12]2[C:25]2[CH:35]=[CH:34][C:28]([C:29]([N:31]([CH3:33])[CH3:32])=[O:30])=[CH:27][CH:26]=2)=[CH:7][CH:6]=1)C.FC(F)(F)C(O)=O. (4) Given the product [CH3:26][O:27][C:28]1[CH:33]=[CH:32][C:31]([C:16]2[C:15]([CH3:18])=[N:14][N:13]3[C:8]([C:4]4[CH:5]=[CH:6][CH:7]=[C:2]([Cl:1])[CH:3]=4)=[CH:9][C:10]([N:19]4[CH2:23][CH2:22][CH2:21][C@H:20]4[CH2:24][OH:25])=[N:11][C:12]=23)=[CH:30][CH:29]=1, predict the reactants needed to synthesize it. The reactants are: [Cl:1][C:2]1[CH:3]=[C:4]([C:8]2[N:13]3[N:14]=[C:15]([CH3:18])[C:16](I)=[C:12]3[N:11]=[C:10]([N:19]3[CH2:23][CH2:22][CH2:21][C@H:20]3[CH2:24][OH:25])[CH:9]=2)[CH:5]=[CH:6][CH:7]=1.[CH3:26][O:27][C:28]1[CH:33]=[CH:32][C:31](B(O)O)=[CH:30][CH:29]=1.C1(C)C=CC=CC=1.C([O-])(O)=O.[Na+]. (5) Given the product [CH:31]1([CH2:30][O:29][C:22]2[CH:23]=[C:24]([O:27][CH3:28])[CH:25]=[CH:26][C:21]=2[C:20]2[CH:19]=[CH:18][N:17]=[C:16]3[C:12]([C:10]([NH:9][C@H:6]4[CH2:7][CH2:8][C@H:3]([NH:2][C:39](=[O:38])[CH2:40][OH:41])[CH2:4][CH2:5]4)=[O:11])=[C:13]([CH3:34])[NH:14][C:15]=23)[CH2:32][CH2:33]1, predict the reactants needed to synthesize it. The reactants are: Cl.[NH2:2][C@H:3]1[CH2:8][CH2:7][C@H:6]([NH:9][C:10]([C:12]2[C:16]3=[N:17][CH:18]=[CH:19][C:20]([C:21]4[CH:26]=[CH:25][C:24]([O:27][CH3:28])=[CH:23][C:22]=4[O:29][CH2:30][CH:31]4[CH2:33][CH2:32]4)=[C:15]3[NH:14][C:13]=2[CH3:34])=[O:11])[CH2:5][CH2:4]1.C([O:38][CH2:39][C:40](Cl)=[O:41])(=O)C. (6) Given the product [CH3:22][C:21]1[C:16]([N:13]2[CH2:14][CH2:15][N:10]([C:8]([C:5]3[N:6]=[N:7][C:2]([N:27]4[CH2:26][C:25]([CH3:31])([CH3:24])[O:29][C:28]4=[O:30])=[CH:3][CH:4]=3)=[O:9])[CH2:11][CH2:12]2)=[N:17][CH:18]=[C:19]([CH3:23])[CH:20]=1, predict the reactants needed to synthesize it. The reactants are: Cl[C:2]1[N:7]=[N:6][C:5]([C:8]([N:10]2[CH2:15][CH2:14][N:13]([C:16]3[C:21]([CH3:22])=[CH:20][C:19]([CH3:23])=[CH:18][N:17]=3)[CH2:12][CH2:11]2)=[O:9])=[CH:4][CH:3]=1.[CH3:24][C:25]1([CH3:31])[O:29][C:28](=[O:30])[NH:27][CH2:26]1. (7) Given the product [CH2:1]([O:4][C:5]1([CH3:53])[CH2:6][CH2:7][N:8]([C:11]2[N:16]3[N:17]=[C:18]([C:20](=[O:40])[NH:21][CH2:22][C:23](=[O:39])[CH2:24][C:25]4[CH:30]=[CH:29][CH:28]=[CH:27][C:26]=4[O:31][Si:32]([C:35]([CH3:38])([CH3:37])[CH3:36])([CH3:34])[CH3:33])[CH:19]=[C:15]3[N:14]=[C:13]([CH3:41])[C:12]=2[C@H:42]([O:48][C:49]([CH3:52])([CH3:51])[CH3:50])[C:43]([O:45][CH2:46][CH3:47])=[O:44])[CH2:9][CH2:10]1)[CH:2]=[CH2:3], predict the reactants needed to synthesize it. The reactants are: [CH2:1]([O:4][C:5]1([CH3:53])[CH2:10][CH2:9][N:8]([C:11]2[N:16]3[N:17]=[C:18]([C:20](=[O:40])[NH:21][CH2:22][CH:23]([OH:39])[CH2:24][C:25]4[CH:30]=[CH:29][CH:28]=[CH:27][C:26]=4[O:31][Si:32]([C:35]([CH3:38])([CH3:37])[CH3:36])([CH3:34])[CH3:33])[CH:19]=[C:15]3[N:14]=[C:13]([CH3:41])[C:12]=2[C@H:42]([O:48][C:49]([CH3:52])([CH3:51])[CH3:50])[C:43]([O:45][CH2:46][CH3:47])=[O:44])[CH2:7][CH2:6]1)[CH:2]=[CH2:3].C[N+]1([O-])CCOCC1.